Predict the reactants needed to synthesize the given product. From a dataset of Full USPTO retrosynthesis dataset with 1.9M reactions from patents (1976-2016). (1) Given the product [CH2:32]([N:34]([CH2:35][CH3:36])[CH2:37][CH2:38][NH:39][C:8]([C:6]1[NH:7][C:3]([CH:1]=[O:2])=[C:4]([CH3:11])[CH:5]=1)=[O:10])[CH3:33], predict the reactants needed to synthesize it. The reactants are: [CH:1]([C:3]1[NH:7][C:6]([C:8]([OH:10])=O)=[CH:5][C:4]=1[CH3:11])=[O:2].Cl.CN(C)CCCN=C=N.ON1C2C=CC=CC=2N=N1.[CH2:32]([N:34]([CH2:37][CH2:38][NH2:39])[CH2:35][CH3:36])[CH3:33]. (2) Given the product [CH3:23][O:24][C:25]([C:27]1[CH:28]=[C:29]([CH:42]=[CH:43][CH:44]=1)[CH2:30][S:31]([NH:34][C@@H:35]([C:39]([NH:11][C@H:10]([C:9]([NH:8][CH2:7][C:6]1[CH:5]=[CH:4][C:3]([C:1]#[N:2])=[CH:18][CH:17]=1)=[O:16])[CH2:12][CH:13]([CH3:15])[CH3:14])=[O:40])[CH:36]([CH3:38])[CH3:37])(=[O:32])=[O:33])=[O:26], predict the reactants needed to synthesize it. The reactants are: [C:1]([C:3]1[CH:18]=[CH:17][C:6]([CH2:7][NH:8][C:9](=[O:16])[C@H:10]([CH2:12][CH:13]([CH3:15])[CH3:14])[NH2:11])=[CH:5][CH:4]=1)#[N:2].C(Cl)CCl.[CH3:23][O:24][C:25]([C:27]1[CH:28]=[C:29]([CH:42]=[CH:43][CH:44]=1)[CH2:30][S:31]([NH:34][C@@H:35]([C:39](O)=[O:40])[CH:36]([CH3:38])[CH3:37])(=[O:33])=[O:32])=[O:26]. (3) Given the product [C:25]([O:24][C:22]([NH:21][C@@H:5]([C:6]1[CH:7]=[CH:8][C:9]([C:12](=[O:20])[NH:13][C:38]2[CH:37]=[CH:8][CH:9]=[CH:12][N:13]=2)=[CH:10][CH:11]=1)[CH2:4][C:3]([OH:2])=[O:29])=[O:23])([CH3:26])([CH3:28])[CH3:27], predict the reactants needed to synthesize it. The reactants are: C[O:2][C:3](=[O:29])[CH2:4][C@@H:5]([NH:21][C:22]([O:24][C:25]([CH3:28])([CH3:27])[CH3:26])=[O:23])[C:6]1[CH:11]=[CH:10][C:9]([C:12](=[O:20])[NH:13]C2C=CN=CC=2)=[CH:8][CH:7]=1.[Li+].[OH-].Cl.O1[CH2:38][CH2:37]OCC1. (4) Given the product [F:17][C:4]1[CH:3]=[C:2]([F:1])[CH:16]=[CH:15][C:5]=1[CH2:6][CH:7]([C:12]([CH3:14])=[O:13])[C:8]([O:10][CH3:11])=[O:9], predict the reactants needed to synthesize it. The reactants are: [F:1][C:2]1[CH:16]=[CH:15][C:5]([CH2:6][CH:7]([C:12]([CH3:14])=[O:13])[C:8]([O:10][CH3:11])=[O:9])=[CH:4][CH:3]=1.[F:17]C1C=C(F)C=CC=1CBr. (5) The reactants are: [CH2:1]([C:3]1[C:8](/[CH:9]=[CH:10]/[O:11]C)=[CH:7][CH:6]=[CH:5][C:4]=1[C:13]1[N:17]=[C:16]([C:18]2[CH:19]=[CH:20][C:21]([CH2:26][CH:27]([CH3:29])[CH3:28])=[C:22]([CH:25]=2)[C:23]#[N:24])[S:15][N:14]=1)[CH3:2].Cl. Given the product [CH2:1]([C:3]1[C:8]([CH2:9][CH:10]=[O:11])=[CH:7][CH:6]=[CH:5][C:4]=1[C:13]1[N:17]=[C:16]([C:18]2[CH:19]=[CH:20][C:21]([CH2:26][CH:27]([CH3:28])[CH3:29])=[C:22]([CH:25]=2)[C:23]#[N:24])[S:15][N:14]=1)[CH3:2], predict the reactants needed to synthesize it. (6) The reactants are: [OH:1][C:2]1[CH:9]=[CH:8][C:5]([C:6]#[N:7])=[CH:4][C:3]=1[CH2:10][CH2:11][CH3:12].[CH3:13][O:14][C:15](=[O:31])[CH2:16][N:17]1[C:25]2[C:20](=[CH:21][C:22]([O:26][CH2:27][CH2:28][CH2:29]Br)=[CH:23][CH:24]=2)[CH:19]=[CH:18]1.C(=O)([O-])[O-].[Cs+].[Cs+]. Given the product [CH3:13][O:14][C:15](=[O:31])[CH2:16][N:17]1[C:25]2[C:20](=[CH:21][C:22]([O:26][CH2:27][CH2:28][CH2:29][O:1][C:2]3[CH:9]=[CH:8][C:5]([C:6]#[N:7])=[CH:4][C:3]=3[CH2:10][CH2:11][CH3:12])=[CH:23][CH:24]=2)[CH:19]=[CH:18]1, predict the reactants needed to synthesize it. (7) Given the product [OH:19][CH:16]1[CH2:17][CH2:18][N:14]([S:11]([NH2:10])(=[O:13])=[O:12])[CH2:15]1, predict the reactants needed to synthesize it. The reactants are: C(OC(=O)[NH:10][S:11]([N:14]1[CH2:18][CH2:17][CH:16]([OH:19])[CH2:15]1)(=[O:13])=[O:12])C1C=CC=CC=1. (8) Given the product [Br:1][C:2]1[CH:10]=[CH:9][C:5]([C:6]2[O:8][N:28]=[C:25]([CH2:26][CH3:27])[N:24]=2)=[CH:4][C:3]=1[F:11], predict the reactants needed to synthesize it. The reactants are: [Br:1][C:2]1[CH:10]=[CH:9][C:5]([C:6]([OH:8])=O)=[CH:4][C:3]=1[F:11].CN(C=O)C.C(Cl)(C(Cl)=O)=O.O[NH:24][C:25](=[NH:28])[CH2:26][CH3:27]. (9) Given the product [C:1]([C:5]1[N:6]=[C:7]([N:16]2[CH2:20][CH2:19][C:18]([F:21])([F:22])[CH2:17]2)[C:8]2[C:9](=[N:11][N:12]([CH2:14][C:15]3[C:44]([Cl:43])=[CH:49][CH:48]=[C:47]([Cl:50])[N:46]=3)[N:13]=2)[N:10]=1)([CH3:2])([CH3:3])[CH3:4], predict the reactants needed to synthesize it. The reactants are: [C:1]([C:5]1[N:6]=[C:7]([N:16]2[CH2:20][CH2:19][C:18]([F:22])([F:21])[CH2:17]2)[C:8]2[C:9](=[N:11][N:12]([CH2:14][CH3:15])[N:13]=2)[N:10]=1)([CH3:4])([CH3:3])[CH3:2].C(C1N=C(N2CCC(F)(F)C2)C2N=NNC=2N=1)(C)(C)C.[Cl:43][C:44]1C(CCl)=[N:46][C:47]([Cl:50])=[CH:48][CH:49]=1. (10) Given the product [CH:1]1([N:7]2[C:11](=[O:12])[C:10]([NH:13][C:14]([C:16]3[C:20]([CH3:21])=[C:19]([C@H:22]4[CH2:27][CH2:26][C@@H:25]([CH3:28])[CH2:24][O:23]4)[O:18][N:17]=3)=[O:15])=[C:9]([CH3:29])[N:8]2[CH3:30])[CH2:2][CH2:3][CH2:4][CH2:5][CH2:6]1, predict the reactants needed to synthesize it. The reactants are: [CH:1]1([N:7]2[C:11](=[O:12])[C:10]([NH:13][C:14]([C:16]3[C:20]([CH3:21])=[C:19]([C@H:22]4[CH2:27][CH:26]=[C:25]([CH3:28])[CH2:24][O:23]4)[O:18][N:17]=3)=[O:15])=[C:9]([CH3:29])[N:8]2[CH3:30])[CH2:6][CH2:5][CH2:4][CH2:3][CH2:2]1.C1(N2C(=O)C(NC(C3C(C)=C([C@@H]4CC=C(C)CO4)ON=3)=O)=C(C)N2C)CCCCC1.